Dataset: Forward reaction prediction with 1.9M reactions from USPTO patents (1976-2016). Task: Predict the product of the given reaction. (1) The product is: [O:1]=[C:2]1[C:7]2=[CH:8][C:9]3[CH:10]=[CH:11][C:12]([C:15]([NH:51][C:52]4[CH:68]=[CH:67][C:55]5[O:56][CH2:57][CH2:58][N:59]([C:60]([O:62][C:63]([CH3:64])([CH3:65])[CH3:66])=[O:61])[C:54]=5[CH:53]=4)=[O:17])=[CH:13][C:14]=3[N:6]2[CH2:5][CH2:4][NH:3]1. Given the reactants [O:1]=[C:2]1[C:7]2=[CH:8][C:9]3[CH:10]=[CH:11][C:12]([C:15]([OH:17])=O)=[CH:13][C:14]=3[N:6]2[CH2:5][CH2:4][NH:3]1.CCN(C(C)C)C(C)C.CN(C(ON1N=NC2C=CC=NC1=2)=[N+](C)C)C.F[P-](F)(F)(F)(F)F.[NH2:51][C:52]1[CH:68]=[CH:67][C:55]2[O:56][CH2:57][CH2:58][N:59]([C:60]([O:62][C:63]([CH3:66])([CH3:65])[CH3:64])=[O:61])[C:54]=2[CH:53]=1, predict the reaction product. (2) Given the reactants [C:1]1([C:6]2[CH:7]=[N:8][C:9]([C:12]([NH:14][C@H:15]3[CH2:19][CH2:18][N:17]([C:20]4[C:21]5[N:22]([CH:26]=[CH:27][CH:28]=5)[CH:23]=[CH:24][N:25]=4)[CH2:16]3)=[O:13])=[N:10][CH:11]=2)[CH2:5][CH2:4][CH2:3][CH:2]=1, predict the reaction product. The product is: [CH:1]1([C:6]2[CH:7]=[N:8][C:9]([C:12]([NH:14][C@H:15]3[CH2:19][CH2:18][N:17]([C:20]4[C:21]5[N:22]([CH:26]=[CH:27][CH:28]=5)[CH:23]=[CH:24][N:25]=4)[CH2:16]3)=[O:13])=[N:10][CH:11]=2)[CH2:2][CH2:3][CH2:4][CH2:5]1. (3) Given the reactants Cl.Cl.[NH:3]1[CH2:8][CH2:7][CH2:6][CH:5]([C:9]2[N:13]=[C:12]([C:14]3[CH:19]=[CH:18][N:17]=[CH:16][CH:15]=3)[O:11][N:10]=2)[CH2:4]1.[F:20][C:21]1[CH:29]=[CH:28][C:24]([C:25](Cl)=[O:26])=[CH:23][CH:22]=1, predict the reaction product. The product is: [F:20][C:21]1[CH:29]=[CH:28][C:24]([C:25]([N:3]2[CH2:8][CH2:7][CH2:6][CH:5]([C:9]3[N:13]=[C:12]([C:14]4[CH:19]=[CH:18][N:17]=[CH:16][CH:15]=4)[O:11][N:10]=3)[CH2:4]2)=[O:26])=[CH:23][CH:22]=1. (4) Given the reactants Cl[C:2]([CH:4]([CH2:10][CH:11]1[CH2:16][CH2:15][CH2:14][CH2:13][CH2:12]1)[C:5]([O:7][CH2:8][CH3:9])=[O:6])=[O:3].[CH2:17]([NH2:25])[CH2:18][C:19]1[CH:24]=[CH:23][CH:22]=[CH:21][CH:20]=1.CN1CCOCC1, predict the reaction product. The product is: [CH:11]1([CH2:10][CH:4]([C:2]([NH:25][CH2:17][CH2:18][C:19]2[CH:24]=[CH:23][CH:22]=[CH:21][CH:20]=2)=[O:3])[C:5]([O:7][CH2:8][CH3:9])=[O:6])[CH2:16][CH2:15][CH2:14][CH2:13][CH2:12]1. (5) Given the reactants [Br:1][C:2]1[CH:3]=[C:4]([CH:9]=[C:10]([CH:12]=O)[CH:11]=1)[C:5]([O:7][CH3:8])=[O:6].[CH3:14][NH:15][CH3:16].O1CCCC1.C(O[BH-](OC(=O)C)OC(=O)C)(=O)C.[Na+].C(=O)(O)[O-].[Na+], predict the reaction product. The product is: [Br:1][C:2]1[CH:3]=[C:4]([CH:9]=[C:10]([CH2:12][N:15]([CH3:16])[CH3:14])[CH:11]=1)[C:5]([O:7][CH3:8])=[O:6]. (6) Given the reactants C([O:3][C:4]([CH:6]1[C:12](=O)[CH2:11][CH2:10][N:9]([C:14]([O:16][C:17]([CH3:20])([CH3:19])[CH3:18])=[O:15])[CH2:8][CH2:7]1)=O)C.CC[O-].[Na+].C(O)(=O)C.[CH:29]([NH2:31])=[NH:30], predict the reaction product. The product is: [C:17]([O:16][C:14]([N:9]1[CH2:8][CH2:7][C:6]2[C:4]([OH:3])=[N:30][CH:29]=[N:31][C:12]=2[CH2:11][CH2:10]1)=[O:15])([CH3:20])([CH3:19])[CH3:18]. (7) Given the reactants Br[C:2]1[N:7]=[N:6][C:5]([NH:8][CH:9]2[CH2:12][CH2:11][CH2:10]2)=[CH:4][CH:3]=1.[CH3:13][Si:14]([C:17]#[CH:18])([CH3:16])[CH3:15].C(N(CC)C(C)C)(C)C, predict the reaction product. The product is: [CH:9]1([NH:8][C:5]2[N:6]=[N:7][C:2]([C:18]#[C:17][Si:14]([CH3:16])([CH3:15])[CH3:13])=[CH:3][CH:4]=2)[CH2:12][CH2:11][CH2:10]1.